This data is from Forward reaction prediction with 1.9M reactions from USPTO patents (1976-2016). The task is: Predict the product of the given reaction. (1) Given the reactants [F:1][C:2]1[CH:7]=[CH:6][C:5]([N:8]2[C:12]([C:13]3[CH:23]=[CH:22][C:16]4[O:17][CH2:18][C:19](=[O:21])[NH:20][C:15]=4[CH:14]=3)=[CH:11][C:10]([CH:24]([OH:26])[CH3:25])=[N:9]2)=[CH:4][CH:3]=1, predict the reaction product. The product is: [C:24]([C:10]1[CH:11]=[C:12]([C:13]2[CH:23]=[CH:22][C:16]3[O:17][CH2:18][C:19](=[O:21])[NH:20][C:15]=3[CH:14]=2)[N:8]([C:5]2[CH:6]=[CH:7][C:2]([F:1])=[CH:3][CH:4]=2)[N:9]=1)(=[O:26])[CH3:25]. (2) The product is: [CH2:19]([N:18]([CH3:32])[C:16]([N:13]1[C:14](=[O:15])/[C:8](=[CH:7]/[C:6]2[CH:29]=[C:2]([Cl:1])[CH:3]=[CH:4][C:5]=2[O:30][CH3:31])/[CH2:9][N:10]([CH3:28])[C:11](=[O:27])[CH2:12]1)=[O:17])[C:21]1[CH:22]=[CH:23][CH:24]=[CH:25][CH:26]=1. Given the reactants [Cl:1][C:2]1[CH:3]=[CH:4][C:5]([O:30][CH3:31])=[C:6]([CH:29]=1)/[CH:7]=[C:8]1\[CH2:9][N:10]([CH3:28])[C:11](=[O:27])[CH2:12][N:13]([C:16]([NH:18][C@@H:19]([C:21]2[CH:26]=[CH:25][CH:24]=[CH:23][CH:22]=2)C)=[O:17])[C:14]\1=[O:15].[C:32]1([C@H](N)C)C=CC=CC=1.CNCC1C=CC=CC=1, predict the reaction product. (3) Given the reactants [F:1][C:2]1[CH:3]=[C:4]([CH:51]=[CH:52][CH:53]=1)[CH2:5][N:6]1[C:10]([CH3:11])=[C:9]([C:12]2[C:20]3[C:15](=[N:16][CH:17]=[C:18]([C:21]4[CH:26]=[CH:25][C:24]([N:27]5[CH2:32][CH2:31][N:30](C(OC(C)(C)C)=O)[CH2:29][CH2:28]5)=[CH:23][CH:22]=4)[CH:19]=3)[N:14]([S:40]([C:43]3[CH:49]=[CH:48][C:46]([CH3:47])=[CH:45][CH:44]=3)(=[O:42])=[O:41])[CH:13]=2)[C:8]([CH3:50])=[N:7]1.[ClH:54], predict the reaction product. The product is: [ClH:54].[F:1][C:2]1[CH:3]=[C:4]([CH:51]=[CH:52][CH:53]=1)[CH2:5][N:6]1[C:10]([CH3:11])=[C:9]([C:12]2[C:20]3[C:15](=[N:16][CH:17]=[C:18]([C:21]4[CH:26]=[CH:25][C:24]([N:27]5[CH2:28][CH2:29][NH:30][CH2:31][CH2:32]5)=[CH:23][CH:22]=4)[CH:19]=3)[N:14]([S:40]([C:43]3[CH:49]=[CH:48][C:46]([CH3:47])=[CH:45][CH:44]=3)(=[O:41])=[O:42])[CH:13]=2)[C:8]([CH3:50])=[N:7]1. (4) Given the reactants [CH2:1]([O:3][CH2:4][O:5][C:6]1[C:13]([CH3:14])=[CH:12][CH:11]=[CH:10][C:7]=1[CH:8]=[O:9])[CH3:2].[BH4-].[Na+], predict the reaction product. The product is: [CH2:1]([O:3][CH2:4][O:5][C:6]1[C:13]([CH3:14])=[CH:12][CH:11]=[CH:10][C:7]=1[CH2:8][OH:9])[CH3:2]. (5) Given the reactants Cl[C:2]1[S:3][C:4]2[CH:10]=[CH:9][C:8]([Cl:11])=[CH:7][C:5]=2[N:6]=1.[NH:12]1[CH2:17][CH2:16][NH:15][CH2:14][CH2:13]1.C(N(CC)CC)C, predict the reaction product. The product is: [Cl:11][C:8]1[CH:9]=[CH:10][C:4]2[S:3][C:2]([N:12]3[CH2:17][CH2:16][NH:15][CH2:14][CH2:13]3)=[N:6][C:5]=2[CH:7]=1. (6) Given the reactants [CH2:1]([C:9]1[CH:10]=[C:11]([OH:36])[CH:12]=[CH:13][C:14]=1[O:15][CH2:16][CH2:17][C:18]1[N:19]=[C:20]([C:24]2[CH:29]=[CH:28][C:27]([C:30]3[CH:35]=[CH:34][CH:33]=[CH:32][CH:31]=3)=[CH:26][CH:25]=2)[O:21][C:22]=1[CH3:23])[CH2:2][C:3]1[CH:8]=[CH:7][CH:6]=[CH:5][CH:4]=1.Br[C:38]([CH3:45])([CH3:44])[C:39]([O:41][CH2:42][CH3:43])=[O:40].C(=O)([O-])[O-].[Cs+].[Cs+], predict the reaction product. The product is: [CH2:42]([O:41][C:39](=[O:40])[C:38]([O:36][C:11]1[CH:12]=[CH:13][C:14]([O:15][CH2:16][CH2:17][C:18]2[N:19]=[C:20]([C:24]3[CH:25]=[CH:26][C:27]([C:30]4[CH:35]=[CH:34][CH:33]=[CH:32][CH:31]=4)=[CH:28][CH:29]=3)[O:21][C:22]=2[CH3:23])=[C:9]([CH2:1][CH2:2][C:3]2[CH:8]=[CH:7][CH:6]=[CH:5][CH:4]=2)[CH:10]=1)([CH3:45])[CH3:44])[CH3:43]. (7) Given the reactants C([N:8]1[C:13]2[CH:14]=[C:15]([CH2:18][C:19]3[CH:20]=[C:21]([C@H:26]4[C@H:31]([OH:32])[C@@H:30]([OH:33])[C@H:29]([OH:34])[C@@H:28]([CH2:35][OH:36])[O:27]4)[CH:22]=[CH:23][C:24]=3[Cl:25])[CH:16]=[CH:17][C:12]=2[O:11][CH2:10][CH2:9]1)C1C=CC=CC=1.Cl, predict the reaction product. The product is: [Cl:25][C:24]1[CH:23]=[CH:22][C:21]([C@H:26]2[C@H:31]([OH:32])[C@@H:30]([OH:33])[C@H:29]([OH:34])[C@@H:28]([CH2:35][OH:36])[O:27]2)=[CH:20][C:19]=1[CH2:18][C:15]1[CH:16]=[CH:17][C:12]2[O:11][CH2:10][CH2:9][NH:8][C:13]=2[CH:14]=1. (8) Given the reactants Br[C:2]1[C:3]([N:23]2[CH2:28][CH2:27][CH2:26][CH2:25][CH2:24]2)=[C:4]([CH:16]=[C:17]([C:19]([F:22])([F:21])[F:20])[CH:18]=1)[C:5]([NH:7][C:8]1[CH:13]=[CH:12][C:11]([Cl:14])=[C:10]([Cl:15])[CH:9]=1)=[O:6].[C:29]([Cu])#[N:30].O, predict the reaction product. The product is: [C:29]([C:2]1[C:3]([N:23]2[CH2:24][CH2:25][CH2:26][CH2:27][CH2:28]2)=[C:4]([CH:16]=[C:17]([C:19]([F:22])([F:21])[F:20])[CH:18]=1)[C:5]([NH:7][C:8]1[CH:13]=[CH:12][C:11]([Cl:14])=[C:10]([Cl:15])[CH:9]=1)=[O:6])#[N:30]. (9) Given the reactants S(Cl)(Cl)=O.[Cl:5][C:6]1[CH:11]=[C:10]([Cl:12])[CH:9]=[CH:8][C:7]=1[CH2:13][CH2:14][C:15]([OH:17])=O, predict the reaction product. The product is: [Cl:5][C:6]1[CH:11]=[C:10]([Cl:12])[CH:9]=[C:8]2[C:7]=1[CH2:13][CH2:14][C:15]2=[O:17].